Dataset: Forward reaction prediction with 1.9M reactions from USPTO patents (1976-2016). Task: Predict the product of the given reaction. (1) Given the reactants Br[C:2]1[CH:7]=[CH:6][C:5]([N:8]2[CH:12]([C:13]3[CH:18]=[CH:17][CH:16]=[CH:15][C:14]=3[Cl:19])[CH2:11][C:10]([C:20]([C:26]([F:29])([F:28])[F:27])([C:22]([F:25])([F:24])[F:23])[OH:21])=[N:9]2)=[CH:4][CH:3]=1.[C:30]([N:37]1[CH2:42][CH2:41][NH:40][CH2:39][CH2:38]1)([O:32][C:33]([CH3:36])([CH3:35])[CH3:34])=[O:31].C1C=CC(P(C2C(C3C(P(C4C=CC=CC=4)C4C=CC=CC=4)=CC=C4C=3C=CC=C4)=C3C(C=CC=C3)=CC=2)C2C=CC=CC=2)=CC=1.CC(C)([O-])C.[Na+], predict the reaction product. The product is: [Cl:19][C:14]1[CH:15]=[CH:16][CH:17]=[CH:18][C:13]=1[CH:12]1[N:8]([C:5]2[CH:4]=[CH:3][C:2]([N:40]3[CH2:39][CH2:38][N:37]([C:30]([O:32][C:33]([CH3:36])([CH3:35])[CH3:34])=[O:31])[CH2:42][CH2:41]3)=[CH:7][CH:6]=2)[N:9]=[C:10]([C:20]([C:26]([F:27])([F:29])[F:28])([C:22]([F:25])([F:24])[F:23])[OH:21])[CH2:11]1. (2) Given the reactants [NH:1]1[CH:5]=[CH:4][N:3]=[C:2]1[CH2:6][N:7]([CH2:14][C:15]1[CH:37]=[CH:36][C:18]([C:19]([NH:21][C:22]2[CH:27]=[CH:26][C:25]([CH2:28][N:29]([CH2:33][CH2:34][CH3:35])[CH2:30][CH2:31][CH3:32])=[CH:24][CH:23]=2)=[O:20])=[CH:17][CH:16]=1)[CH2:8][C:9]1[NH:10][CH:11]=[CH:12][N:13]=1.C(N(CC)CC)C.[CH3:45][S:46](Cl)(=[O:48])=[O:47], predict the reaction product. The product is: [CH3:45][S:46]([N:1]1[CH:5]=[CH:4][N:3]=[C:2]1[CH2:6][N:7]([CH2:14][C:15]1[CH:37]=[CH:36][C:18]([C:19]([NH:21][C:22]2[CH:23]=[CH:24][C:25]([CH2:28][N:29]([CH2:33][CH2:34][CH3:35])[CH2:30][CH2:31][CH3:32])=[CH:26][CH:27]=2)=[O:20])=[CH:17][CH:16]=1)[CH2:8][C:9]1[N:13]([S:46]([CH3:45])(=[O:48])=[O:47])[CH:12]=[CH:11][N:10]=1)(=[O:48])=[O:47]. (3) Given the reactants [C:1]([O:5][C:6]([N:8]1[CH2:13][CH2:12][CH:11]([O:14][C:15]2[CH:16]=[C:17]([CH:21]=[CH:22][CH:23]=2)[C:18](O)=[O:19])[CH2:10][CH2:9]1)=[O:7])([CH3:4])([CH3:3])[CH3:2].[NH2:24][C:25]1[CH:26]=[C:27]([NH:32][C:33](=[O:47])[C:34]2[CH:39]=[C:38]([N:40]3[CH2:45][CH2:44][CH2:43][CH2:42][CH2:41]3)[CH:37]=[C:36]([F:46])[CH:35]=2)[CH:28]=[CH:29][C:30]=1[CH3:31], predict the reaction product. The product is: [F:46][C:36]1[CH:35]=[C:34]([CH:39]=[C:38]([N:40]2[CH2:45][CH2:44][CH2:43][CH2:42][CH2:41]2)[CH:37]=1)[C:33]([NH:32][C:27]1[CH:28]=[CH:29][C:30]([CH3:31])=[C:25]([NH:24][C:18](=[O:19])[C:17]2[CH:21]=[CH:22][CH:23]=[C:15]([O:14][CH:11]3[CH2:10][CH2:9][N:8]([C:6]([O:5][C:1]([CH3:4])([CH3:2])[CH3:3])=[O:7])[CH2:13][CH2:12]3)[CH:16]=2)[CH:26]=1)=[O:47]. (4) Given the reactants [C:1](#[N:3])[CH3:2].[C:4](=[O:6])=O.[CH2:7]([OH:9])[CH3:8].[CH2:10]([Li])[CH2:11][CH2:12][CH3:13], predict the reaction product. The product is: [OH:9][C:7]1([CH2:2][C:1]#[N:3])[C:10]2[C:11](=[CH:10][CH:11]=[C:12]([O:6][CH3:4])[CH:13]=2)[CH2:12][CH2:13][CH2:8]1. (5) Given the reactants C(N(CC)CC)C.[P:8]([O-:16])([O:13][CH2:14][CH3:15])([O:10][CH2:11][CH3:12])=[O:9].[C:17]([O:25][CH:26](Cl)[CH3:27])(=[O:24])/[CH:18]=[CH:19]/[C:20]([O:22][CH3:23])=[O:21], predict the reaction product. The product is: [C:17]([O:25][CH:26]([O:16][P:8]([O:13][CH2:14][CH3:15])([O:10][CH2:11][CH3:12])=[O:9])[CH3:27])(=[O:24])/[CH:18]=[CH:19]/[C:20]([O:22][CH3:23])=[O:21]. (6) Given the reactants C(O[C:5](=[O:7])[CH3:6])(=O)C.[Br:8][C:9]1[N:14]=[CH:13][C:12]([CH:15]([NH2:17])[CH3:16])=[CH:11][CH:10]=1, predict the reaction product. The product is: [Br:8][C:9]1[N:14]=[CH:13][C:12]([CH:15]([NH:17][C:5](=[O:7])[CH3:6])[CH3:16])=[CH:11][CH:10]=1. (7) The product is: [Br:23][C:14]1[C:13]2=[CH:20][N:10]([C:3]3[C:2]([Cl:1])=[CH:7][C:6]([F:8])=[CH:5][C:4]=3[Cl:9])[N:11]=[C:12]2[C:17]([F:18])=[CH:16][N:15]=1. Given the reactants [Cl:1][C:2]1[CH:7]=[C:6]([F:8])[CH:5]=[C:4]([Cl:9])[C:3]=1[N:10]1[CH:20]=[C:13]2[CH:14]=[N+:15]([O-])[CH:16]=[C:17]([F:18])[C:12]2=[N:11]1.P(Br)(Br)([Br:23])=O, predict the reaction product. (8) Given the reactants [BH4-].[Na+].O.O=C1CCC(=O)N1[O:11][C:12](=O)[CH2:13][CH:14]([NH:25][C:26]([O:28][C:29]([CH3:32])([CH3:31])[CH3:30])=[O:27])[C:15]([O:17][CH2:18][C:19]1[CH:24]=[CH:23][CH:22]=[CH:21][CH:20]=1)=[O:16], predict the reaction product. The product is: [CH2:18]([O:17][C:15](=[O:16])[CH:14]([NH:25][C:26]([O:28][C:29]([CH3:31])([CH3:30])[CH3:32])=[O:27])[CH2:13][CH2:12][OH:11])[C:19]1[CH:24]=[CH:23][CH:22]=[CH:21][CH:20]=1. (9) Given the reactants [CH3:1][O:2][C:3](=[O:26])[CH2:4][C@H:5]1[C:9]2[CH:10]=[CH:11][C:12]([O:14][C@H:15]3[C:23]4[C:18](=[C:19]([OH:25])[CH:20]=[CH:21][C:22]=4[F:24])[CH2:17][CH2:16]3)=[CH:13][C:8]=2[O:7][CH2:6]1.Cl[C:28]1[N:37]=[CH:36][C:35]2[C:30](=[CH:31][CH:32]=[CH:33][CH:34]=2)[N:29]=1.C([O-])([O-])=O.[K+].[K+], predict the reaction product. The product is: [CH3:1][O:2][C:3](=[O:26])[CH2:4][C@H:5]1[C:9]2[CH:10]=[CH:11][C:12]([O:14][C@H:15]3[C:23]4[C:18](=[C:19]([O:25][C:28]5[N:37]=[CH:36][C:35]6[C:30](=[CH:31][CH:32]=[CH:33][CH:34]=6)[N:29]=5)[CH:20]=[CH:21][C:22]=4[F:24])[CH2:17][CH2:16]3)=[CH:13][C:8]=2[O:7][CH2:6]1. (10) Given the reactants [CH3:1][S:2][C:3]1[CH:8]=[C:7]([C:9]2[CH:14]=[CH:13][C:12]([CH3:15])=[CH:11][CH:10]=2)O[C:5](=O)[C:4]=1[C:17]([O:19][CH3:20])=[O:18].[C:21]1([N:27]2[CH:35]=[C:34]3[C:29]([CH2:30][CH2:31][CH2:32]C3=O)=[N:28]2)[CH:26]=[CH:25][CH:24]=[CH:23][CH:22]=1.[OH-].[K+].Cl, predict the reaction product. The product is: [CH3:1][S:2][C:3]1[CH:8]=[C:7]([C:9]2[CH:14]=[CH:13][C:12]([CH3:15])=[CH:11][CH:10]=2)[C:32]2[CH2:31][CH2:30][C:29]3[C:34](=[CH:35][N:27]([C:21]4[CH:26]=[CH:25][CH:24]=[CH:23][CH:22]=4)[N:28]=3)[C:5]=2[C:4]=1[C:17]([O:19][CH3:20])=[O:18].